Task: Predict the reaction yield, written as a fraction of the theoretical maximum amount of product (1.0 means a 100% yield; for example, 0.34 means a 34% yield).. Dataset: Reaction yield outcomes from USPTO patents with 853,638 reactions The reactants are [C:1]([C:3]1[CH:4]=[C:5]([CH:12]=[C:13]([C:15]([F:18])([F:17])[F:16])[CH:14]=1)[C:6](N(OC)C)=[O:7])#[N:2].[CH3:19][Mg]Br.Cl. The catalyst is O1CCCC1. The product is [C:6]([C:5]1[CH:4]=[C:3]([CH:14]=[C:13]([C:15]([F:18])([F:17])[F:16])[CH:12]=1)[C:1]#[N:2])(=[O:7])[CH3:19]. The yield is 1.00.